Dataset: Full USPTO retrosynthesis dataset with 1.9M reactions from patents (1976-2016). Task: Predict the reactants needed to synthesize the given product. Given the product [Cl:28][C:4]1[CH:3]=[C:2]([C:37]2[CH:36]=[CH:35][CH:34]=[C:33]([S:30]([CH3:29])(=[O:32])=[O:31])[CH:38]=2)[CH:7]=[CH:6][C:5]=1[N:8]1[CH:12]=[C:11]([C:13]([NH:15][C:16]([CH3:20])([CH3:19])[CH2:17][OH:18])=[O:14])[N:10]=[C:9]1[C:21]1[CH:26]=[CH:25][CH:24]=[CH:23][C:22]=1[Cl:27], predict the reactants needed to synthesize it. The reactants are: Br[C:2]1[CH:7]=[CH:6][C:5]([N:8]2[CH:12]=[C:11]([C:13]([NH:15][C:16]([CH3:20])([CH3:19])[CH2:17][OH:18])=[O:14])[N:10]=[C:9]2[C:21]2[CH:26]=[CH:25][CH:24]=[CH:23][C:22]=2[Cl:27])=[C:4]([Cl:28])[CH:3]=1.[CH3:29][S:30]([C:33]1[CH:34]=[C:35](B(O)O)[CH:36]=[CH:37][CH:38]=1)(=[O:32])=[O:31].C([O-])([O-])=O.[K+].[K+].COCCOC.